This data is from Forward reaction prediction with 1.9M reactions from USPTO patents (1976-2016). The task is: Predict the product of the given reaction. (1) Given the reactants C1(S([N:10]2[C:22]3[CH:21]=[CH:20][CH:19]=[C:18]([O:23][CH2:24][CH:25]([OH:46])[CH2:26][N:27]([CH2:39][C:40]4[CH:45]=[CH:44][CH:43]=[CH:42][CH:41]=4)[CH2:28][CH2:29][O:30][C:31]4[CH:36]=[CH:35][CH:34]=[CH:33][C:32]=4[O:37][CH3:38])[C:17]=3[C:16]3[C:11]2=[CH:12][CH:13]=[CH:14][CH:15]=3)(=O)=O)C=CC=CC=1.[OH-].[Na+], predict the reaction product. The product is: [CH2:39]([N:27]([CH2:28][CH2:29][O:30][C:31]1[CH:36]=[CH:35][CH:34]=[CH:33][C:32]=1[O:37][CH3:38])[CH2:26][CH:25]([OH:46])[CH2:24][O:23][C:18]1[C:17]2[C:16]3[C:11](=[CH:12][CH:13]=[CH:14][CH:15]=3)[NH:10][C:22]=2[CH:21]=[CH:20][CH:19]=1)[C:40]1[CH:41]=[CH:42][CH:43]=[CH:44][CH:45]=1. (2) Given the reactants Br[C:2]1[CH:3]=[C:4]2[C:9](=[CH:10][CH:11]=1)[C:8](=[O:12])[O:7][CH2:6][CH2:5]2.[B-](F)(F)(F)[CH:14]=[CH2:15].[K+].ClCCl.C(N(CC)CC)C, predict the reaction product. The product is: [CH:14]([C:2]1[CH:3]=[C:4]2[C:9](=[CH:10][CH:11]=1)[C:8](=[O:12])[O:7][CH2:6][CH2:5]2)=[CH2:15]. (3) Given the reactants CC([N:5]([C@@H:9]([CH2:23][CH:24]([CH3:26])[CH3:25])/[CH:10]=[CH:11]/[C:12]([N:14]1[C:22]2[C:17](=[CH:18][CH:19]=[CH:20][CH:21]=2)[CH2:16][CH2:15]1)=[O:13])C(=O)[O-])(C)C.[C:27]([OH:33])([C:29]([F:32])([F:31])[F:30])=[O:28], predict the reaction product. The product is: [F:30][C:29]([F:32])([F:31])[C:27]([OH:33])=[O:28].[N:14]1([C:12](=[O:13])/[CH:11]=[CH:10]/[C@@H:9]([NH2:5])[CH2:23][CH:24]([CH3:26])[CH3:25])[C:22]2[C:17](=[CH:18][CH:19]=[CH:20][CH:21]=2)[CH2:16][CH2:15]1. (4) The product is: [CH:21]1([NH:23][C:40](=[O:41])[C:27]2[CH:28]=[CH:29][C:35]([C:5]3[CH:6]=[CH:7][C:2]([F:1])=[CH:3][CH:4]=3)=[N:36][CH:32]=2)[CH2:22][CH2:17][CH2:18][CH2:19][CH2:20]1. Given the reactants [F:1][C:2]1[CH:3]=[C:4](C2C=CC(C(O)=O)=CN=2)[CH:5]=[CH:6][CH:7]=1.[CH:17]1[CH:18]=[CH:19][C:20]2N(O)N=[N:23][C:21]=2[CH:22]=1.[CH:27]1(N)[CH2:32]CC[CH2:29][CH2:28]1.N=[C:35]=[NH:36].CN([CH:40]=[O:41])C, predict the reaction product. (5) Given the reactants [OH:1][CH2:2][CH:3]1[CH2:8][CH2:7][CH:6]([NH:9][C:10](=[O:17])[C:11]2[CH:16]=[CH:15][N:14]=[CH:13][CH:12]=2)[CH2:5][CH2:4]1.[NH2:18][C:19]1[CH:26]=[CH:25][CH:24]=[C:23](F)[C:20]=1[C:21]#[N:22], predict the reaction product. The product is: [NH2:18][C:19]1[C:20]([C:21]#[N:22])=[C:23]([CH:24]=[CH:25][CH:26]=1)[O:1][CH2:2][CH:3]1[CH2:8][CH2:7][CH:6]([NH:9][C:10](=[O:17])[C:11]2[CH:16]=[CH:15][N:14]=[CH:13][CH:12]=2)[CH2:5][CH2:4]1.